Task: Regression. Given two drug SMILES strings and cell line genomic features, predict the synergy score measuring deviation from expected non-interaction effect.. Dataset: NCI-60 drug combinations with 297,098 pairs across 59 cell lines (1) Drug 1: COC1=CC(=CC(=C1O)OC)C2C3C(COC3=O)C(C4=CC5=C(C=C24)OCO5)OC6C(C(C7C(O6)COC(O7)C8=CC=CS8)O)O. Drug 2: C1CCC(C(C1)N)N.C(=O)(C(=O)[O-])[O-].[Pt+4]. Cell line: CAKI-1. Synergy scores: CSS=52.1, Synergy_ZIP=-3.88, Synergy_Bliss=-2.31, Synergy_Loewe=-8.03, Synergy_HSA=3.77. (2) Drug 1: C1CC(C1)(C(=O)O)C(=O)O.[NH2-].[NH2-].[Pt+2]. Drug 2: CCCCCOC(=O)NC1=NC(=O)N(C=C1F)C2C(C(C(O2)C)O)O. Cell line: HOP-92. Synergy scores: CSS=2.32, Synergy_ZIP=-2.69, Synergy_Bliss=-1.46, Synergy_Loewe=-4.01, Synergy_HSA=-1.81. (3) Drug 1: CN1C(=O)N2C=NC(=C2N=N1)C(=O)N. Drug 2: CC(C)CN1C=NC2=C1C3=CC=CC=C3N=C2N. Cell line: NCI-H322M. Synergy scores: CSS=-6.83, Synergy_ZIP=2.47, Synergy_Bliss=-3.82, Synergy_Loewe=-8.47, Synergy_HSA=-9.90. (4) Drug 1: CCCCCOC(=O)NC1=NC(=O)N(C=C1F)C2C(C(C(O2)C)O)O. Drug 2: C1C(C(OC1N2C=NC(=NC2=O)N)CO)O. Cell line: NCI-H460. Synergy scores: CSS=0.0555, Synergy_ZIP=6.54, Synergy_Bliss=4.28, Synergy_Loewe=-7.15, Synergy_HSA=-3.44. (5) Drug 1: CCC(=C(C1=CC=CC=C1)C2=CC=C(C=C2)OCCN(C)C)C3=CC=CC=C3.C(C(=O)O)C(CC(=O)O)(C(=O)O)O. Drug 2: C#CCC(CC1=CN=C2C(=N1)C(=NC(=N2)N)N)C3=CC=C(C=C3)C(=O)NC(CCC(=O)O)C(=O)O. Cell line: SF-295. Synergy scores: CSS=32.3, Synergy_ZIP=0.909, Synergy_Bliss=-1.04, Synergy_Loewe=-20.3, Synergy_HSA=-2.13. (6) Drug 1: C1=CC(=CC=C1CC(C(=O)O)N)N(CCCl)CCCl.Cl. Drug 2: C1=CC(=CC=C1C#N)C(C2=CC=C(C=C2)C#N)N3C=NC=N3. Cell line: UACC-257. Synergy scores: CSS=-1.48, Synergy_ZIP=0.930, Synergy_Bliss=-0.463, Synergy_Loewe=-3.59, Synergy_HSA=-4.40. (7) Drug 1: C1CCC(C1)C(CC#N)N2C=C(C=N2)C3=C4C=CNC4=NC=N3. Drug 2: CC1=C(N=C(N=C1N)C(CC(=O)N)NCC(C(=O)N)N)C(=O)NC(C(C2=CN=CN2)OC3C(C(C(C(O3)CO)O)O)OC4C(C(C(C(O4)CO)O)OC(=O)N)O)C(=O)NC(C)C(C(C)C(=O)NC(C(C)O)C(=O)NCCC5=NC(=CS5)C6=NC(=CS6)C(=O)NCCC[S+](C)C)O. Cell line: U251. Synergy scores: CSS=-1.33, Synergy_ZIP=-9.00, Synergy_Bliss=-20.6, Synergy_Loewe=-41.0, Synergy_HSA=-20.0.